From a dataset of Reaction yield outcomes from USPTO patents with 853,638 reactions. Predict the reaction yield, written as a fraction of the theoretical maximum amount of product (1.0 means a 100% yield; for example, 0.34 means a 34% yield). (1) The reactants are Cl[C:2]1[CH:3]=[CH:4][C:5]2[NH:11][C:10]3[CH:12]=[CH:13][CH:14]=[CH:15][C:9]=3[C:8]([C:16]3[CH:21]=[CH:20][C:19]([F:22])=[CH:18][CH:17]=3)=[N:7][C:6]=2[CH:23]=1.[F:24][C:25]1[CH:32]=[CH:31][C:28]([CH2:29][NH2:30])=[CH:27][CH:26]=1.F[B-](F)(F)F.C(P(C(C)(C)C)C(C)(C)C)(C)(C)C.N12CCCN=C1CCCCC2.C1C[O:65][CH2:64]C1. The catalyst is [C-]#[O+].[C-]#[O+].[C-]#[O+].[C-]#[O+].[C-]#[O+].[C-]#[O+].[Mo].CC1C(P(C2C([CH2-])=CC=CC=2)C2C(C)=CC=CC=2)=CC=CC=1.CC1C(P(C2C([CH2-])=CC=CC=2)C2C(C)=CC=CC=2)=CC=CC=1.CC(O)=O.CC(O)=O.[Pd].[Pd]. The product is [F:24][C:25]1[CH:32]=[CH:31][C:28]([CH2:29][NH:30][C:64]([C:2]2[CH:3]=[CH:4][C:5]3[NH:11][C:10]4[CH:12]=[CH:13][CH:14]=[CH:15][C:9]=4[C:8]([C:16]4[CH:21]=[CH:20][C:19]([F:22])=[CH:18][CH:17]=4)=[N:7][C:6]=3[CH:23]=2)=[O:65])=[CH:27][CH:26]=1. The yield is 0.300. (2) The reactants are [Cl:1][C:2]1[CH:7]=[CH:6][C:5]([C:8]2[N:9]=[C:10]([CH2:13][N:14]3[CH:18]=[C:17]([C:19]([O:21]CC)=[O:20])[CH:16]=[N:15]3)[S:11][CH:12]=2)=[CH:4][C:3]=1[C:24]([F:27])([F:26])[F:25].[OH-].[Na+].O. The catalyst is C(O)C.O1CCCC1. The product is [Cl:1][C:2]1[CH:7]=[CH:6][C:5]([C:8]2[N:9]=[C:10]([CH2:13][N:14]3[CH:18]=[C:17]([C:19]([OH:21])=[O:20])[CH:16]=[N:15]3)[S:11][CH:12]=2)=[CH:4][C:3]=1[C:24]([F:27])([F:25])[F:26]. The yield is 0.180.